This data is from Forward reaction prediction with 1.9M reactions from USPTO patents (1976-2016). The task is: Predict the product of the given reaction. (1) Given the reactants [CH3:1][C:2]1[N:11]=[C:10]([O:12][CH3:13])[C:9]2[C:4](=[CH:5][CH:6]=[CH:7][CH:8]=2)[N:3]=1.[Br:14]N1C(=O)CCC1=O.BrCC1C=C2C(=CC=1)N=CC=N2.CC1C=C2C(=CC=1)N=CC=N2, predict the reaction product. The product is: [Br:14][CH2:1][C:2]1[N:11]=[C:10]([O:12][CH3:13])[C:9]2[C:4](=[CH:5][CH:6]=[CH:7][CH:8]=2)[N:3]=1. (2) Given the reactants [CH2:1]([O:8][C:9]([NH:11][C@H:12]([C:19]([O:21]CC)=[O:20])[C@H:13]([C:15]([F:18])([F:17])[F:16])[CH3:14])=[O:10])[C:2]1[CH:7]=[CH:6][CH:5]=[CH:4][CH:3]=1.[OH-].[Na+], predict the reaction product. The product is: [CH2:1]([O:8][C:9]([NH:11][C@H:12]([C:19]([OH:21])=[O:20])[C@H:13]([C:15]([F:16])([F:17])[F:18])[CH3:14])=[O:10])[C:2]1[CH:3]=[CH:4][CH:5]=[CH:6][CH:7]=1. (3) Given the reactants [CH2:1]([C@@H:5]1[NH:10][CH2:9][C@H:8]([C:11]2[CH:16]=[CH:15][CH:14]=[CH:13][CH:12]=2)[NH:7][C:6]1=[O:17])[CH:2]([CH3:4])[CH3:3].[F:18][C:19]1[CH:24]=[CH:23][C:22]([C@@H:25]2[CH2:27][C@H:26]2[C:28](O)=[O:29])=[CH:21][CH:20]=1.C([C@@H]1N(C(=O)/C=C/C2C=CC=CC=2)C[C@H](CC(C)C)NC1=O)C(C)C, predict the reaction product. The product is: [F:18][C:19]1[CH:20]=[CH:21][C:22]([C@@H:25]2[CH2:27][C@H:26]2[C:28]([N:10]2[CH2:9][C@H:8]([C:11]3[CH:12]=[CH:13][CH:14]=[CH:15][CH:16]=3)[NH:7][C:6](=[O:17])[C@@H:5]2[CH2:1][CH:2]([CH3:4])[CH3:3])=[O:29])=[CH:23][CH:24]=1. (4) Given the reactants [B:1]([C:4]1[CH:12]=[CH:11][C:7]([C:8]([OH:10])=O)=[CH:6][CH:5]=1)([OH:3])[OH:2].CCN=C=NCCCN(C)C.[NH2:24][CH2:25][CH2:26][CH2:27][NH:28][C:29](=[O:55])[CH2:30][C@@H:31]1[N:37]=[C:36]([C:38]2[CH:43]=[CH:42][C:41]([Cl:44])=[CH:40][CH:39]=2)[C:35]2[CH:45]=[C:46]([O:49][CH3:50])[CH:47]=[CH:48][C:34]=2[N:33]2[C:51]([CH3:54])=[N:52][N:53]=[C:32]12.ClC1C=CC(C2C3C=C(OC)C=CC=3N3C(C)=NN=C3[C@H](CC(NCCNC(C3C=CC(B(O)O)=CC=3)=O)=O)N=2)=CC=1, predict the reaction product. The product is: [Cl:44][C:41]1[CH:42]=[CH:43][C:38]([C:36]2[C:35]3[CH:45]=[C:46]([O:49][CH3:50])[CH:47]=[CH:48][C:34]=3[N:33]3[C:51]([CH3:54])=[N:52][N:53]=[C:32]3[C@H:31]([CH2:30][C:29]([NH:28][CH2:27][CH2:26][CH2:25][NH:24][C:8]([C:7]3[CH:6]=[CH:5][C:4]([B:1]([OH:2])[OH:3])=[CH:12][CH:11]=3)=[O:10])=[O:55])[N:37]=2)=[CH:39][CH:40]=1. (5) Given the reactants [CH3:1][C:2]1[CH:7]=[C:6]([C:8]2[CH:13]=[CH:12][C:11]([NH2:14])=[CH:10][CH:9]=2)[CH:5]=[CH:4][N:3]=1.C(Cl)Cl.[N+:18]([C:21]1[CH:26]=[CH:25][C:24]([CH:27]([CH3:31])[C:28](Cl)=[O:29])=[CH:23][CH:22]=1)([O-:20])=[O:19].C(N(CC)C(C)C)(C)C, predict the reaction product. The product is: [CH3:1][C:2]1[CH:7]=[C:6]([C:8]2[CH:13]=[CH:12][C:11]([NH:14][C:28](=[O:29])[CH:27]([C:24]3[CH:23]=[CH:22][C:21]([N+:18]([O-:20])=[O:19])=[CH:26][CH:25]=3)[CH3:31])=[CH:10][CH:9]=2)[CH:5]=[CH:4][N:3]=1.